Dataset: Full USPTO retrosynthesis dataset with 1.9M reactions from patents (1976-2016). Task: Predict the reactants needed to synthesize the given product. (1) Given the product [O:7]=[C:8]1[CH2:12][N:11]([C:13]([O:15][C:16]([CH3:17])([CH3:18])[CH3:19])=[O:14])[C@H:10]([C:20]([O:22][CH3:23])=[O:21])[CH2:9]1, predict the reactants needed to synthesize it. The reactants are: N1C=CC=CC=1.[OH:7][C@H:8]1[CH2:12][N:11]([C:13]([O:15][C:16]([CH3:19])([CH3:18])[CH3:17])=[O:14])[C@H:10]([C:20]([O:22][CH3:23])=[O:21])[CH2:9]1. (2) Given the product [Cl:30][C:10]1[CH:9]=[C:8]([S:5]([CH2:4][CH2:3][CH2:2][N:31]2[CH2:36][CH2:35][O:34][CH2:33][CH2:32]2)(=[O:7])=[O:6])[CH:29]=[CH:28][C:11]=1[C:12]([NH:14][C:15]1[CH:20]=[CH:19][C:18]([Cl:21])=[C:17]([C:22]2[CH:27]=[CH:26][CH:25]=[CH:24][N:23]=2)[CH:16]=1)=[O:13], predict the reactants needed to synthesize it. The reactants are: Br[CH2:2][CH2:3][CH2:4][S:5]([C:8]1[CH:29]=[CH:28][C:11]([C:12]([NH:14][C:15]2[CH:20]=[CH:19][C:18]([Cl:21])=[C:17]([C:22]3[CH:27]=[CH:26][CH:25]=[CH:24][N:23]=3)[CH:16]=2)=[O:13])=[C:10]([Cl:30])[CH:9]=1)(=[O:7])=[O:6].[NH:31]1[CH2:36][CH2:35][O:34][CH2:33][CH2:32]1.